This data is from Catalyst prediction with 721,799 reactions and 888 catalyst types from USPTO. The task is: Predict which catalyst facilitates the given reaction. (1) Reactant: [F:1][C:2]1[CH:3]=[C:4]([CH:7]=[CH:8][C:9]=1I)[C:5]#[N:6].[NH:11]1[CH:16]=[CH:15][CH:14]=[CH:13][C:12]1=[O:17].N1C2C(=CC=CC=2O)C=CC=1.C(=O)([O-])[O-].[Cs+].[Cs+]. Product: [F:1][C:2]1[CH:3]=[C:4]([CH:7]=[CH:8][C:9]=1[N:11]1[CH:16]=[CH:15][CH:14]=[CH:13][C:12]1=[O:17])[C:5]#[N:6]. The catalyst class is: 205. (2) Product: [C:1]([O:5][C:6]([N:7]([CH2:8][CH:9]1[CH2:14][CH2:13][N:12]([C:42]([NH:41][C:44]2[CH:54]=[CH:53][C:47]([C:48]([O:50][CH2:51][CH3:52])=[O:49])=[CH:46][CH:45]=2)=[O:43])[CH2:11][CH:10]1[C:15]1[CH:16]=[CH:17][CH:18]=[CH:19][CH:20]=1)[C@@H:21]([C:23]1[C:32]2[C:27](=[CH:28][CH:29]=[CH:30][CH:31]=2)[CH:26]=[CH:25][CH:24]=1)[CH3:22])=[O:33])([CH3:2])([CH3:3])[CH3:4]. The catalyst class is: 1. Reactant: [C:1]([O:5][C:6](=[O:33])[N:7]([C@@H:21]([C:23]1[C:32]2[C:27](=[CH:28][CH:29]=[CH:30][CH:31]=2)[CH:26]=[CH:25][CH:24]=1)[CH3:22])[CH2:8][CH:9]1[CH2:14][CH2:13][NH:12][CH2:11][CH:10]1[C:15]1[CH:20]=[CH:19][CH:18]=[CH:17][CH:16]=1)([CH3:4])([CH3:3])[CH3:2].C(N(CC)CC)C.[N:41]([C:44]1[CH:54]=[CH:53][C:47]([C:48]([O:50][CH2:51][CH3:52])=[O:49])=[CH:46][CH:45]=1)=[C:42]=[O:43].C(=O)([O-])O.[Na+]. (3) Reactant: [F:1][C:2]1[CH:3]=[C:4]([CH2:8][C:9]#N)[CH:5]=[CH:6][CH:7]=1.C[Si]([N-][Si](C)(C)C)(C)C.[Na+].[CH2:21]1[O:23][C@H:22]1[CH2:24]Cl.[OH2:26]. Product: [F:1][C:2]1[CH:3]=[C:4]([C@:8]23[CH2:9][C@H:24]2[CH2:22][O:23][C:21]3=[O:26])[CH:5]=[CH:6][CH:7]=1. The catalyst class is: 1. (4) Reactant: C([O:4][C@H:5]1[CH2:22][CH2:21][C@@:20]2([CH3:23])[C@@H:7]([CH2:8][CH2:9][C@:10]3([CH3:52])[C@@H:19]2[CH2:18][CH2:17][C@H:16]2[C@@:11]3([CH3:51])[CH2:12][CH2:13][C@@:14]3([C:30]([NH:32][C@@H:33]4[CH2:36][C@H:35]([C:37]([NH:39][C@@H:40]([CH2:45][CH:46]([CH3:48])[CH3:47])[C:41]([O:43]C)=[O:42])=[O:38])[C:34]4([CH3:50])[CH3:49])=[O:31])[CH2:26][CH2:25][C@@H:24]([C:27]([CH3:29])=[CH2:28])[C@@H:15]32)[C:6]1([CH3:54])[CH3:53])(=O)C.[OH-].[Na+]. Product: [OH:4][C@H:5]1[CH2:22][CH2:21][C@@:20]2([CH3:23])[C@@H:7]([CH2:8][CH2:9][C@:10]3([CH3:52])[C@@H:19]2[CH2:18][CH2:17][C@H:16]2[C@@:11]3([CH3:51])[CH2:12][CH2:13][C@@:14]3([C:30]([NH:32][C@@H:33]4[CH2:36][C@H:35]([C:37]([NH:39][C@@H:40]([CH2:45][CH:46]([CH3:47])[CH3:48])[C:41]([OH:43])=[O:42])=[O:38])[C:34]4([CH3:50])[CH3:49])=[O:31])[CH2:26][CH2:25][C@@H:24]([C:27]([CH3:29])=[CH2:28])[C@@H:15]32)[C:6]1([CH3:53])[CH3:54]. The catalyst class is: 92. (5) Reactant: [CH3:1][O:2][C:3]1[CH:4]=[C:5]2[C:9](=[CH:10][CH:11]=1)[N:8](C(OC(C)(C)C)=O)[CH:7]=[C:6]2/[C:19](/[C:27]#[CH:28])=[CH:20]/[C:21]1[CH:22]=[N:23][CH:24]=[CH:25][CH:26]=1.C([O-])([O-])=O.[K+].[K+].C[O-].[Na+].C(OCC)C. Product: [CH3:1][O:2][C:3]1[CH:4]=[C:5]2[C:9](=[CH:10][CH:11]=1)[NH:8][CH:7]=[C:6]2/[C:19](/[C:27]#[CH:28])=[CH:20]/[C:21]1[CH:22]=[N:23][CH:24]=[CH:25][CH:26]=1. The catalyst class is: 8. (6) Reactant: [NH2:1][C:2]1[N:7]([CH3:8])[C:6](=[O:9])[NH:5][C:4](=[O:10])[C:3]=1[NH:11][CH2:12][C:13]1[CH:18]=[CH:17][C:16]([Cl:19])=[CH:15][CH:14]=1.CCN(C(C)C)C(C)C.[CH2:29]([O:31][C:32]1[CH:40]=[CH:39][C:38]([CH3:41])=[CH:37][C:33]=1[C:34](Cl)=[O:35])[CH3:30]. Product: [NH2:1][C:2]1[N:7]([CH3:8])[C:6](=[O:9])[NH:5][C:4](=[O:10])[C:3]=1[N:11]([CH2:12][C:13]1[CH:18]=[CH:17][C:16]([Cl:19])=[CH:15][CH:14]=1)[C:34](=[O:35])[C:33]1[CH:37]=[C:38]([CH3:41])[CH:39]=[CH:40][C:32]=1[O:31][CH2:29][CH3:30]. The catalyst class is: 503. (7) Reactant: [CH2:1]([N:8]1[CH2:13][CH2:12][N:11]([NH2:14])[CH2:10][CH2:9]1)[C:2]1[CH:7]=[CH:6][CH:5]=[CH:4][CH:3]=1.[CH3:15][C:16]1[NH:17][CH:18]=[C:19]([CH:21]=O)[N:20]=1. Product: [CH2:1]([N:8]1[CH2:9][CH2:10][N:11](/[N:14]=[CH:21]/[C:19]2[N:20]=[C:16]([CH3:15])[NH:17][CH:18]=2)[CH2:12][CH2:13]1)[C:2]1[CH:3]=[CH:4][CH:5]=[CH:6][CH:7]=1. The catalyst class is: 5. (8) Reactant: [C:1](Cl)(=[O:11])[CH2:2][CH2:3][CH2:4][CH2:5][CH2:6][CH2:7][CH2:8][CH2:9][CH3:10].N1C=CC=CC=1.[NH2:19][CH2:20][CH2:21][CH2:22][CH2:23][CH2:24][CH2:25][CH2:26][C:27]([OH:29])=[O:28].Cl.C(=O)(O)[O-].[Na+]. Product: [C:1]([NH:19][CH2:20][CH2:21][CH2:22][CH2:23][CH2:24][CH2:25][CH2:26][C:27]([OH:29])=[O:28])(=[O:11])[CH2:2][CH2:3][CH2:4][CH2:5][CH2:6][CH2:7][CH2:8][CH2:9][CH3:10]. The catalyst class is: 46.